From a dataset of Catalyst prediction with 721,799 reactions and 888 catalyst types from USPTO. Predict which catalyst facilitates the given reaction. (1) Reactant: [N:1]1([C:10]2[N:18]=[C:17]([Cl:19])[N:16]=[C:15]3[C:11]=2[N:12]=[CH:13][NH:14]3)[C:5]2[CH:6]=[CH:7][CH:8]=[CH:9][C:4]=2[N:3]=[CH:2]1.[NH2:20][C@H:21]1[CH2:26][CH2:25][CH2:24][CH2:23][C@@H:22]1[NH2:27]. Product: [ClH:19].[ClH:19].[N:1]1([C:10]2[N:18]=[C:17]([NH:20][C@@H:21]3[CH2:26][CH2:25][CH2:24][CH2:23][C@H:22]3[NH2:27])[N:16]=[C:15]3[C:11]=2[N:12]=[CH:13][NH:14]3)[C:5]2[CH:6]=[CH:7][CH:8]=[CH:9][C:4]=2[N:3]=[CH:2]1. The catalyst class is: 16. (2) Reactant: [C:1]1([CH2:7][CH2:8][CH2:9][CH:10]([NH:20][C:21]([CH:23]2[CH2:28][CH2:27][N:26]([C:29]([CH:31]3[CH2:36][CH2:35][N:34](C(OC(C)(C)C)=O)[CH2:33][CH2:32]3)=[O:30])[CH2:25][CH2:24]2)=[O:22])[CH2:11][CH2:12][CH2:13][C:14]2[CH:19]=[CH:18][CH:17]=[CH:16][CH:15]=2)[CH:6]=[CH:5][CH:4]=[CH:3][CH:2]=1.FC(F)(F)C(O)=O. Product: [C:1]1([CH2:7][CH2:8][CH2:9][CH:10]([NH:20][C:21]([CH:23]2[CH2:24][CH2:25][N:26]([C:29]([CH:31]3[CH2:36][CH2:35][NH:34][CH2:33][CH2:32]3)=[O:30])[CH2:27][CH2:28]2)=[O:22])[CH2:11][CH2:12][CH2:13][C:14]2[CH:15]=[CH:16][CH:17]=[CH:18][CH:19]=2)[CH:6]=[CH:5][CH:4]=[CH:3][CH:2]=1. The catalyst class is: 2. (3) Reactant: [F:1][C:2]1[CH:3]=[C:4]2[C:8](=[CH:9][C:10]=1[F:11])[C:7](=[O:12])[CH2:6][CH2:5]2.C([O:18][N:19]=O)CC(C)C.Cl.O. Product: [F:1][C:2]1[CH:3]=[C:4]2[C:8](=[CH:9][C:10]=1[F:11])[C:7](=[O:12])[C:6](=[N:19][OH:18])[CH2:5]2. The catalyst class is: 5. (4) Reactant: [Cl:1][C:2]1[CH:7]=[CH:6][CH:5]=[C:4](Cl)[C:3]=1[N+:9]([O-:11])=[O:10].CN.C1CCN2[C:17](=[N:18]CCC2)CC1. Product: [Cl:1][C:2]1[C:3]([N+:9]([O-:11])=[O:10])=[C:4]([CH:5]=[CH:6][CH:7]=1)[NH:18][CH3:17]. The catalyst class is: 6. (5) Reactant: [CH2:1]([OH:5])[C@H:2]([OH:4])[CH3:3].C(N(CC)CC)C.[C:13]([Si:17](Cl)([CH3:19])[CH3:18])([CH3:16])([CH3:15])[CH3:14]. Product: [Si:17]([O:5][CH2:1][C@H:2]([OH:4])[CH3:3])([C:13]([CH3:16])([CH3:15])[CH3:14])([CH3:19])[CH3:18]. The catalyst class is: 2. (6) Reactant: [F:1][C:2]1[CH:25]=[CH:24][CH:23]=[C:22]([F:26])[C:3]=1[C:4]([NH:6][C:7]1[CH:8]=[C:9]2[C:14](=[CH:15][CH:16]=1)[C:13](=[C:17]([CH3:21])[C:18]([OH:20])=[O:19])[CH2:12][CH2:11][CH2:10]2)=[O:5].[CH3:27][Si](C)(C)C=[N+]=[N-]. Product: [CH3:27][O:19][C:18](=[O:20])[C:17](=[C:13]1[C:14]2[C:9](=[CH:8][C:7]([NH:6][C:4](=[O:5])[C:3]3[C:2]([F:1])=[CH:25][CH:24]=[CH:23][C:22]=3[F:26])=[CH:16][CH:15]=2)[CH2:10][CH2:11][CH2:12]1)[CH3:21]. The catalyst class is: 27. (7) Reactant: C(O[C:4](=[NH:18])[CH:5]1[CH2:10][CH2:9][N:8]([C:11]([O:13][C:14]([CH3:17])([CH3:16])[CH3:15])=[O:12])[CH2:7][CH2:6]1)C.[CH:19]([NH:21][NH2:22])=O. Product: [NH:21]1[CH:19]=[N:18][C:4]([CH:5]2[CH2:6][CH2:7][N:8]([C:11]([O:13][C:14]([CH3:15])([CH3:16])[CH3:17])=[O:12])[CH2:9][CH2:10]2)=[N:22]1. The catalyst class is: 12. (8) Reactant: C1(S[C:8]2[N:16]=[CH:15][N:14]=[C:13]3[C:9]=2[N:10]=[C:11]([C:23]2[CH:28]=[CH:27][C:26]([O:29][CH2:30][CH2:31][N:32]4[CH2:36][CH2:35][CH2:34][CH2:33]4)=[CH:25][CH:24]=2)[N:12]3C2CCCCO2)C=CC=CC=1.[ClH:37].C(=O)(O)[O-].[Na+]. Product: [Cl:37][C:8]1[N:16]=[CH:15][N:14]=[C:13]2[C:9]=1[N:10]=[C:11]([C:23]1[CH:28]=[CH:27][C:26]([O:29][CH2:30][CH2:31][N:32]3[CH2:36][CH2:35][CH2:34][CH2:33]3)=[CH:25][CH:24]=1)[NH:12]2. The catalyst class is: 10. (9) Reactant: Cl.[Cl:2][C:3]1[CH:28]=[CH:27][C:6]2[N:7]3[C:11]([CH2:12][NH:13][CH2:14][C:5]=2[CH:4]=1)=[N:10][N:9]=[C:8]3[C@H:15]1[CH2:20][CH2:19][C@H:18]([C:21]2[CH:26]=[CH:25][CH:24]=[CH:23][CH:22]=2)[CH2:17][CH2:16]1.C(N(CC)CC)C.[CH3:36][S:37](Cl)(=[O:39])=[O:38]. Product: [Cl:2][C:3]1[CH:28]=[CH:27][C:6]2[N:7]3[C:11]([CH2:12][N:13]([S:37]([CH3:36])(=[O:39])=[O:38])[CH2:14][C:5]=2[CH:4]=1)=[N:10][N:9]=[C:8]3[C@H:15]1[CH2:20][CH2:19][C@H:18]([C:21]2[CH:22]=[CH:23][CH:24]=[CH:25][CH:26]=2)[CH2:17][CH2:16]1. The catalyst class is: 4. (10) Reactant: CN1CCNCC1.[Li]CCCC.[O:13]1[C:17]2[CH:18]=[CH:19][C:20]([CH:22]=[O:23])=[CH:21][C:16]=2[CH:15]=[CH:14]1.CN(C)CCN(C)C.[CH2:32]([Sn:36](Cl)([CH2:41][CH2:42][CH2:43][CH3:44])[CH2:37][CH2:38][CH2:39][CH3:40])[CH2:33][CH2:34][CH3:35]. Product: [CH2:41]([Sn:36]([CH2:32][CH2:33][CH2:34][CH3:35])([CH2:37][CH2:38][CH2:39][CH3:40])[C:14]1[O:13][C:17]2[CH:18]=[CH:19][C:20]([CH:22]=[O:23])=[CH:21][C:16]=2[CH:15]=1)[CH2:42][CH2:43][CH3:44]. The catalyst class is: 323.